From a dataset of Catalyst prediction with 721,799 reactions and 888 catalyst types from USPTO. Predict which catalyst facilitates the given reaction. (1) Reactant: [Cl:1][C:2]1[C:3]([F:14])=[C:4]([C:8]2([OH:13])[CH2:12][CH2:11][NH:10][CH2:9]2)[CH:5]=[CH:6][CH:7]=1.C(=O)([O-])[O-].[K+].[K+].I[CH2:22][CH3:23].C(=O)([O-])[O-].[Na+].[Na+]. Product: [Cl:1][C:2]1[C:3]([F:14])=[C:4]([C:8]2([OH:13])[CH2:12][CH2:11][N:10]([CH2:22][CH3:23])[CH2:9]2)[CH:5]=[CH:6][CH:7]=1. The catalyst class is: 10. (2) Reactant: [CH3:1][C:2]1[N:7]=[CH:6][C:5]([NH:8][C:9](=[O:20])[C:10]2[CH:15]=[CH:14][CH:13]=[C:12]([C:16]([F:19])([F:18])[F:17])[CH:11]=2)=[CH:4][C:3]=1[C:21]1[CH:26]=[CH:25][CH:24]=[C:23]([N+:27]([O-])=O)[CH:22]=1.C(O)(=O)C.C([O-])([O-])=O.[Na+].[Na+]. Product: [NH2:27][C:23]1[CH:22]=[C:21]([C:3]2[CH:4]=[C:5]([NH:8][C:9](=[O:20])[C:10]3[CH:15]=[CH:14][CH:13]=[C:12]([C:16]([F:19])([F:17])[F:18])[CH:11]=3)[CH:6]=[N:7][C:2]=2[CH3:1])[CH:26]=[CH:25][CH:24]=1. The catalyst class is: 186. (3) Reactant: [Cl:1][C:2]1[CH:7]=[CH:6][CH:5]=[CH:4][C:3]=1[C@H:8]([N:18]([C:35]1[CH:40]=[C:39]([F:41])[CH:38]=[C:37]([F:42])[CH:36]=1)[C:19]([C@@H:21]1[CH2:25][CH2:24][C:23](=[O:26])[N:22]1[C:27]1[O:28][C:29]([C:32]([NH2:34])=O)=[CH:30][N:31]=1)=[O:20])[C:9]([NH:11][CH:12]1[CH2:15][C:14]([F:17])([F:16])[CH2:13]1)=[O:10].N1C=CC=CC=1.C(OC(C(F)(F)F)=O)(C(F)(F)F)=O. Product: [Cl:1][C:2]1[CH:7]=[CH:6][CH:5]=[CH:4][C:3]=1[C@H:8]([N:18]([C:35]1[CH:40]=[C:39]([F:41])[CH:38]=[C:37]([F:42])[CH:36]=1)[C:19]([C@@H:21]1[CH2:25][CH2:24][C:23](=[O:26])[N:22]1[C:27]1[O:28][C:29]([C:32]#[N:34])=[CH:30][N:31]=1)=[O:20])[C:9]([NH:11][CH:12]1[CH2:13][C:14]([F:16])([F:17])[CH2:15]1)=[O:10]. The catalyst class is: 2. (4) Reactant: [Cr](Cl)([O-])(=O)=O.[NH+]1C=CC=CC=1.[CH3:12][O:13][C:14](=[O:31])[C:15]1[CH:20]=[C:19]([CH:21]([C:23]2[CH:28]=[CH:27][C:26]([Br:29])=[CH:25][N:24]=2)[OH:22])[CH:18]=[CH:17][C:16]=1[F:30]. Product: [CH3:12][O:13][C:14](=[O:31])[C:15]1[CH:20]=[C:19]([C:21]([C:23]2[CH:28]=[CH:27][C:26]([Br:29])=[CH:25][N:24]=2)=[O:22])[CH:18]=[CH:17][C:16]=1[F:30]. The catalyst class is: 2. (5) Reactant: ClC(OC(Cl)C)=O.C([N:15]1[CH2:23][C:22]2[C:17](=[CH:18][CH:19]=[CH:20][C:21]=2[CH:24]=[CH2:25])[CH2:16]1)C1C=CC=CC=1. Product: [CH:24]([C:21]1[CH:20]=[CH:19][CH:18]=[C:17]2[C:22]=1[CH2:23][NH:15][CH2:16]2)=[CH2:25]. The catalyst class is: 26. (6) Reactant: [Cl:1][C:2]1[C:3]([N+:9]([O-:11])=[O:10])=[C:4]([CH:6]=[CH:7][CH:8]=1)[NH2:5].[Br:12]N1C(=O)CCC1=O.O. Product: [Br:12][C:8]1[CH:7]=[CH:6][C:4]([NH2:5])=[C:3]([N+:9]([O-:11])=[O:10])[C:2]=1[Cl:1]. The catalyst class is: 15. (7) Reactant: [F-].C([N+](CCCC)(CCCC)CCCC)CCC.[CH:19]1([C:22]2[CH:27]=[C:26]([CH2:28][O:29][Si](C(C)C)(C(C)C)C(C)C)[N:25]=[C:24]([O:40][CH2:41][CH3:42])[C:23]=2[O:43][CH2:44][O:45][CH3:46])[CH2:21][CH2:20]1.C1COCC1.[Cl-].[NH4+]. Product: [CH:19]1([C:22]2[C:23]([O:43][CH2:44][O:45][CH3:46])=[C:24]([O:40][CH2:41][CH3:42])[N:25]=[C:26]([CH2:28][OH:29])[CH:27]=2)[CH2:20][CH2:21]1. The catalyst class is: 13.